Dataset: Blood-brain barrier permeability regression values from the B3DB database. Task: Regression/Classification. Given a drug SMILES string, predict its absorption, distribution, metabolism, or excretion properties. Task type varies by dataset: regression for continuous measurements (e.g., permeability, clearance, half-life) or binary classification for categorical outcomes (e.g., BBB penetration, CYP inhibition). For this dataset (b3db_regression), we predict Y. (1) The molecule is CCC1=CC=C(C=C1)C(=O)C(C)CN2CCCC2. The Y is 1.08 log(BB ratio). (2) The compound is CC(C)(C)C1=CC2=NN=C(N2N=C1OCC3=NC=NN3C)C4=C(C=CC(=C4)F)F. The Y is -0.200 log(BB ratio).